Dataset: Reaction yield outcomes from USPTO patents with 853,638 reactions. Task: Predict the reaction yield, written as a fraction of the theoretical maximum amount of product (1.0 means a 100% yield; for example, 0.34 means a 34% yield). (1) The reactants are [NH:1]1[C:5]2[CH:6]=[CH:7][C:8]([C:10]3[CH:44]=[C:43]([Cl:45])[CH:42]=[CH:41][C:11]=3[O:12][C:13]3[C:18]([F:19])=[CH:17][C:16]([S:20]([N:23](CC4C=CC(OC)=CC=4OC)[C:24]4[S:28][N:27]=[CH:26][N:25]=4)(=[O:22])=[O:21])=[C:15]([F:40])[CH:14]=3)=[CH:9][C:4]=2[N:3]=[CH:2]1.FC(F)(F)C(O)=O. The catalyst is ClCCl. The product is [NH:1]1[C:5]2[CH:6]=[CH:7][C:8]([C:10]3[CH:44]=[C:43]([Cl:45])[CH:42]=[CH:41][C:11]=3[O:12][C:13]3[C:18]([F:19])=[CH:17][C:16]([S:20]([NH:23][C:24]4[S:28][N:27]=[CH:26][N:25]=4)(=[O:21])=[O:22])=[C:15]([F:40])[CH:14]=3)=[CH:9][C:4]=2[N:3]=[CH:2]1. The yield is 0.750. (2) The reactants are [N+:1]([C:4]1[CH:12]=[C:8]([C:9]([OH:11])=O)[C:7]([OH:13])=[CH:6][CH:5]=1)([O-:3])=[O:2].[F:14][C:15]([F:28])([F:27])[C:16]1[CH:17]=[C:18]([CH:20]=[C:21]([C:23]([F:26])([F:25])[F:24])[CH:22]=1)[NH2:19]. No catalyst specified. The product is [F:14][C:15]([F:27])([F:28])[C:16]1[CH:17]=[C:18]([NH:19][C:9](=[O:11])[C:8]2[CH:12]=[C:4]([N+:1]([O-:3])=[O:2])[CH:5]=[CH:6][C:7]=2[OH:13])[CH:20]=[C:21]([C:23]([F:24])([F:26])[F:25])[CH:22]=1. The yield is 0.572. (3) The reactants are [C:1]([NH:9][C:10]1[C:11]2[N:12]=[CH:13][N:14]([C:30]=2[N:31]=[CH:32][N:33]=1)[C@@H:15]1[O:29][C@H:19]([CH2:20][O:21][Si:22]([C:25]([CH3:28])([CH3:27])[CH3:26])([CH3:24])[CH3:23])[C@@H:17]([OH:18])[CH2:16]1)(=[O:8])[C:2]1[CH:7]=[CH:6][CH:5]=[CH:4][CH:3]=1.[CH3:34][S:35]([CH3:37])=O.C(OC(=O)C)(=O)C.C([O-])(O)=O.[Na+]. The catalyst is C(O)(=O)C. The product is [C:1]([NH:9][C:10]1[C:11]2[N:12]=[CH:13][N:14]([C:30]=2[N:31]=[CH:32][N:33]=1)[C@@H:15]1[O:29][C@H:19]([CH2:20][O:21][Si:22]([C:25]([CH3:26])([CH3:27])[CH3:28])([CH3:24])[CH3:23])[C@@H:17]([O:18][CH2:34][S:35][CH3:37])[CH2:16]1)(=[O:8])[C:2]1[CH:3]=[CH:4][CH:5]=[CH:6][CH:7]=1. The yield is 0.710. (4) The reactants are [Cl:1][C:2]1[CH:3]=[C:4]([C:10]([C:19]2[N:23](COCC[Si](C)(C)C)[C:22]([C:32]3[CH:37]=[CH:36][CH:35]=[CH:34][N:33]=3)=[N:21][C:20]=2[I:38])(O)[CH2:11][CH:12]2[CH2:17][CH2:16][O:15][CH2:14][CH2:13]2)[CH:5]=[CH:6][C:7]=1[S:8][CH3:9].Cl.C(=O)([O-])O.[Na+]. The catalyst is C(O)C. The product is [Cl:1][C:2]1[CH:3]=[C:4](/[C:10](/[C:19]2[NH:23][C:22]([C:32]3[CH:37]=[CH:36][CH:35]=[CH:34][N:33]=3)=[N:21][C:20]=2[I:38])=[CH:11]\[CH:12]2[CH2:13][CH2:14][O:15][CH2:16][CH2:17]2)[CH:5]=[CH:6][C:7]=1[S:8][CH3:9]. The yield is 0.840. (5) The reactants are [F:1][C:2]1[CH:7]=[CH:6][C:5]([OH:8])=[CH:4][C:3]=1[C:9]([F:12])([F:11])[F:10].F[C:14]1[CH:21]=[CH:20][C:19]([CH:22]=[O:23])=[CH:18][C:15]=1[C:16]#[N:17].C([O-])([O-])=O.[K+].[K+]. The catalyst is CN(C=O)C.CC(=O)OCC. The product is [F:1][C:2]1[CH:7]=[CH:6][C:5]([O:8][C:14]2[CH:21]=[CH:20][C:19]([CH:22]=[O:23])=[CH:18][C:15]=2[C:16]#[N:17])=[CH:4][C:3]=1[C:9]([F:10])([F:11])[F:12]. The yield is 1.01. (6) The reactants are [CH2:1]1[CH:9]2[N:4]([CH2:5][CH:6]=[C:7]([C:10]3[C:18]4[C:13](=[CH:14][CH:15]=[C:16]([N+:19]([O-])=O)[CH:17]=4)[NH:12][CH:11]=3)[CH2:8]2)[CH2:3][CH2:2]1.O.NN. The catalyst is CO.[Ni]. The product is [CH2:1]1[CH:9]2[N:4]([CH2:5][CH:6]=[C:7]([C:10]3[C:18]4[C:13](=[CH:14][CH:15]=[C:16]([NH2:19])[CH:17]=4)[NH:12][CH:11]=3)[CH2:8]2)[CH2:3][CH2:2]1. The yield is 0.810. (7) The reactants are [F:1][C:2]1[CH:3]=[C:4]([C:10]2[C:15]([C:16]3[CH:21]=[CH:20][C:19]([O:22][CH3:23])=[CH:18][CH:17]=3)=[N:14][NH:13][C:12](=[O:24])[CH:11]=2)[CH:5]=[CH:6][C:7]=1[O:8][CH3:9].[Cl:25][C:26]1[CH:35]=[CH:34][C:29]([CH:30]=[CH:31][CH2:32]Cl)=[CH:28][CH:27]=1. No catalyst specified. The product is [Cl:25][C:26]1[CH:35]=[CH:34][C:29]([CH:30]=[CH:31][CH2:32][N:13]2[C:12](=[O:24])[CH:11]=[C:10]([C:4]3[CH:5]=[CH:6][C:7]([O:8][CH3:9])=[C:2]([F:1])[CH:3]=3)[C:15]([C:16]3[CH:17]=[CH:18][C:19]([O:22][CH3:23])=[CH:20][CH:21]=3)=[N:14]2)=[CH:28][CH:27]=1. The yield is 0.587.